Dataset: Reaction yield outcomes from USPTO patents with 853,638 reactions. Task: Predict the reaction yield, written as a fraction of the theoretical maximum amount of product (1.0 means a 100% yield; for example, 0.34 means a 34% yield). The reactants are Br[Zn][CH2:3][CH2:4][CH2:5][CH2:6][CH2:7][CH2:8][CH2:9][CH2:10][C:11]([O:13][CH2:14][CH3:15])=[O:12].FC(F)(F)S(O[C:22]1[C:27]([CH3:29])([CH3:28])[CH2:26][CH2:25][CH2:24][C:23]=1[CH3:30])(=O)=O.C(OCC)C. The catalyst is CC(N(C)C)=O.C1C=CC([P]([Pd]([P](C2C=CC=CC=2)(C2C=CC=CC=2)C2C=CC=CC=2)([P](C2C=CC=CC=2)(C2C=CC=CC=2)C2C=CC=CC=2)[P](C2C=CC=CC=2)(C2C=CC=CC=2)C2C=CC=CC=2)(C2C=CC=CC=2)C2C=CC=CC=2)=CC=1. The product is [CH3:30][C:23]1[CH2:24][CH2:25][CH2:26][C:27]([CH3:29])([CH3:28])[C:22]=1[CH2:3][CH2:4][CH2:5][CH2:6][CH2:7][CH2:8][CH2:9][CH2:10][C:11]([O:13][CH2:14][CH3:15])=[O:12]. The yield is 0.530.